This data is from Catalyst prediction with 721,799 reactions and 888 catalyst types from USPTO. The task is: Predict which catalyst facilitates the given reaction. (1) Product: [CH3:4][CH:3]([CH3:5])[CH2:2][CH2:1][O:29][C:19]1[CH:20]=[CH:21][CH:22]=[C:23]2[C:18]=1[C:17](=[O:30])[C:16]1[C:25]3[C:24]2=[N:28][NH:27][C:26]=3[CH:13]=[CH:14][CH:15]=1. The catalyst class is: 9. Reactant: [CH2:1](Br)[CH2:2][CH:3]([CH3:5])[CH3:4].COCCOC[C:13]1[C:26]2[NH:27][N:28]=[C:24]3[C:25]=2[C:16]([C:17](=[O:30])[C:18]2[C:23]3=[CH:22][CH:21]=[CH:20][C:19]=2[OH:29])=[CH:15][CH:14]=1.C(=O)([O-])[O-].[K+].[K+].O. (2) Reactant: [F:1][C:2]([F:31])([C:25]1[CH:30]=[CH:29][CH:28]=[CH:27][CH:26]=1)[C@H:3]([OH:24])/[CH:4]=[CH:5]/[C@H:6]1[CH2:10][CH2:9][C:8](=[O:11])[N:7]1[CH2:12][CH2:13][CH2:14][CH2:15][CH2:16][CH2:17][C:18]([O:20]C(C)C)=[O:19].[Li+].[OH-]. Product: [F:31][C:2]([F:1])([C:25]1[CH:26]=[CH:27][CH:28]=[CH:29][CH:30]=1)[C@H:3]([OH:24])/[CH:4]=[CH:5]/[C@H:6]1[CH2:10][CH2:9][C:8](=[O:11])[N:7]1[CH2:12][CH2:13][CH2:14][CH2:15][CH2:16][CH2:17][C:18]([OH:20])=[O:19]. The catalyst class is: 5. (3) The catalyst class is: 6. Product: [CH:1]([C:4]1[C:8](/[CH:9]=[CH:29]/[C:30]([O:32][CH2:33][CH3:34])=[O:31])=[CH:7][N:6]([C:11]2[CH:16]=[CH:15][C:14]([C:17]([F:19])([F:20])[F:18])=[CH:13][CH:12]=2)[N:5]=1)([CH3:3])[CH3:2]. Reactant: [CH:1]([C:4]1[C:8]([CH:9]=O)=[CH:7][N:6]([C:11]2[CH:16]=[CH:15][C:14]([C:17]([F:20])([F:19])[F:18])=[CH:13][CH:12]=2)[N:5]=1)([CH3:3])[CH3:2].C(OP([CH2:29][C:30]([O:32][CH2:33][CH3:34])=[O:31])(OCC)=O)C.CN(C)C=O.[H-].[Na+]. (4) Reactant: [CH3:1][Mg]Cl.[O:4]=[C:5]1[CH2:10][CH2:9][N:8]([C:11]([O:13][CH2:14][C:15]2[CH:20]=[CH:19][CH:18]=[CH:17][CH:16]=2)=[O:12])[CH2:7][CH2:6]1.[Cl-].[NH4+]. Product: [OH:4][C:5]1([CH3:1])[CH2:6][CH2:7][N:8]([C:11]([O:13][CH2:14][C:15]2[CH:20]=[CH:19][CH:18]=[CH:17][CH:16]=2)=[O:12])[CH2:9][CH2:10]1. The catalyst class is: 7. (5) Reactant: [F-].C([N+](CCCC)(CCCC)CCCC)CCC.[Cl:19][C:20]1[CH:25]=[CH:24][C:23]([C:26]2[CH:34]=[C:33]3[C:29]([C:30]([NH:43][C:44](=[O:48])[CH2:45][CH2:46][CH3:47])=[N:31][N:32]3COCC[Si](C)(C)C)=[CH:28][CH:27]=2)=[CH:22][CH:21]=1.C(OCC)(=O)C. Product: [Cl:19][C:20]1[CH:21]=[CH:22][C:23]([C:26]2[CH:34]=[C:33]3[C:29]([C:30]([NH:43][C:44](=[O:48])[CH2:45][CH2:46][CH3:47])=[N:31][NH:32]3)=[CH:28][CH:27]=2)=[CH:24][CH:25]=1. The catalyst class is: 7. (6) Reactant: C[O:2][C:3](=[O:32])[C:4]1[CH:9]=[CH:8][C:7]([CH:10]([C:23](=NN(C)C)[C:24]([F:27])([F:26])[F:25])[CH2:11][CH2:12][CH2:13][C:14]2[C:19](=[O:20])[NH:18][C:17]([NH2:21])=[N:16][C:15]=2[NH2:22])=[CH:6][CH:5]=1.C[OH:34].O. Product: [NH2:21][C:17]1[NH:18][C:19](=[O:20])[C:14]([CH2:13][CH2:12][CH2:11][CH:10]([C:7]2[CH:8]=[CH:9][C:4]([C:3]([OH:2])=[O:32])=[CH:5][CH:6]=2)[C:23](=[O:34])[C:24]([F:27])([F:26])[F:25])=[C:15]([NH2:22])[N:16]=1. The catalyst class is: 6. (7) Reactant: [C:1]([O:5][C@@H:6]([C:12]1[C:31]([CH3:32])=[CH:30][C:15]2[N:16]=[C:17]([C:19]3[CH:20]=[C:21]4[C:27]([CH3:28])=[N:26][N:25]([CH3:29])[C:22]4=[CH:23][N:24]=3)[S:18][C:14]=2[C:13]=1[C:33]1[CH:38]=[CH:37][C:36]([Cl:39])=[CH:35][CH:34]=1)[C:7]([O:9]CC)=[O:8])([CH3:4])([CH3:3])[CH3:2].[OH-].[Na+].CN(C=O)C.C(O)(=O)C. Product: [C:1]([O:5][C@@H:6]([C:12]1[C:31]([CH3:32])=[CH:30][C:15]2[N:16]=[C:17]([C:19]3[CH:20]=[C:21]4[C:27]([CH3:28])=[N:26][N:25]([CH3:29])[C:22]4=[CH:23][N:24]=3)[S:18][C:14]=2[C:13]=1[C:33]1[CH:38]=[CH:37][C:36]([Cl:39])=[CH:35][CH:34]=1)[C:7]([OH:9])=[O:8])([CH3:4])([CH3:2])[CH3:3]. The catalyst class is: 92. (8) Reactant: [C:1]([O:5][C:6]([N:8]1[C@H:17]([C:18](O)=[O:19])[CH2:16][C:15]2[C:10](=[CH:11][CH:12]=[CH:13][CH:14]=2)[CH2:9]1)=[O:7])([CH3:4])([CH3:3])[CH3:2].F[P-](F)(F)(F)(F)F.N1(O[P+](N(C)C)(N(C)C)N(C)C)C2C=CC=CC=2N=N1.CN1CCOCC1.[CH3:55][NH:56][C@H:57]1[C:66]2[C:61](=[CH:62][CH:63]=[CH:64][CH:65]=2)[CH2:60][CH2:59][CH2:58]1. Product: [CH3:55][N:56]([C@H:57]1[C:66]2[C:61](=[CH:62][CH:63]=[CH:64][CH:65]=2)[CH2:60][CH2:59][CH2:58]1)[C:18]([C@@H:17]1[CH2:16][C:15]2[C:10](=[CH:11][CH:12]=[CH:13][CH:14]=2)[CH2:9][N:8]1[C:6]([O:5][C:1]([CH3:3])([CH3:2])[CH3:4])=[O:7])=[O:19]. The catalyst class is: 3. (9) Reactant: [CH3:1][O:2][C:3](=[O:24])[CH:4]([C:9]1[CH:14]=[CH:13][C:12]([N+:15]([O-])=O)=[C:11]([C:18]2[CH2:23][CH2:22][CH2:21][CH2:20][CH:19]=2)[CH:10]=1)[C:5]([O:7][CH3:8])=[O:6].[NH4+].[Cl-].O. Product: [CH3:1][O:2][C:3](=[O:24])[CH:4]([C:9]1[CH:14]=[CH:13][C:12]([NH2:15])=[C:11]([C:18]2[CH2:23][CH2:22][CH2:21][CH2:20][CH:19]=2)[CH:10]=1)[C:5]([O:7][CH3:8])=[O:6]. The catalyst class is: 186. (10) Reactant: [NH2:1][C:2]1[C:14]([Cl:15])=[C:13]2[C:5]([C:6]3[C:11]([CH2:16][CH2:17][CH2:18][CH3:19])([CH2:12]2)[CH2:10][CH2:9][C:8](=[O:20])[CH:7]=3)=[CH:4][C:3]=1[F:21].[Br:22]N1C(=O)CCC1=O. Product: [NH2:1][C:2]1[C:14]([Cl:15])=[C:13]2[C:5]([C:6]3[C:11]([CH2:16][CH2:17][CH2:18][CH3:19])([CH2:12]2)[CH2:10][CH2:9][C:8](=[O:20])[C:7]=3[Br:22])=[CH:4][C:3]=1[F:21]. The catalyst class is: 2.